From a dataset of Forward reaction prediction with 1.9M reactions from USPTO patents (1976-2016). Predict the product of the given reaction. (1) The product is: [ClH:23].[CH:1]1([C:4]2[N:9]=[C:8]([CH2:10][NH2:11])[CH:7]=[C:6]([C:19]([F:21])([F:22])[F:20])[N:5]=2)[CH2:3][CH2:2]1. Given the reactants [CH:1]1([C:4]2[N:9]=[C:8]([CH2:10][NH:11]C(=O)OC(C)(C)C)[CH:7]=[C:6]([C:19]([F:22])([F:21])[F:20])[N:5]=2)[CH2:3][CH2:2]1.[ClH:23], predict the reaction product. (2) Given the reactants C([O:4][C:5]1[CH:10]=[CH:9][C:8]([C:11]2[O:16][C:15]3[CH:17]=[CH:18][CH:19]=[CH:20][C:14]=3[O:13][CH:12]=2)=[CH:7][CH:6]=1)(=O)C.C1COCC1.C([O-])([O-])=O.[K+].[K+], predict the reaction product. The product is: [O:16]1[C:11]([C:8]2[CH:7]=[CH:6][C:5]([OH:4])=[CH:10][CH:9]=2)=[CH:12][O:13][C:14]2[CH:20]=[CH:19][CH:18]=[CH:17][C:15]1=2. (3) Given the reactants [Cl:1][C:2]1[C:3]([N:27]([CH2:29][CH:30]([CH3:32])[CH3:31])[CH3:28])=[CH:4][C:5]2[N:11]=[C:10]([C:12]3[CH:17]=[CH:16][CH:15]=[C:14]([N:18]4[C:22]([CH2:23]O)=[CH:21][N:20]=[N:19]4)[CH:13]=3)[CH2:9][C:8](=[O:25])[NH:7][C:6]=2[CH:26]=1.S(Cl)(Cl)=O.[Cl-].[NH:38]1[CH2:43][CH2:42][CH2:41][CH2:40][CH2:39]1, predict the reaction product. The product is: [Cl:1][C:2]1[C:3]([N:27]([CH2:29][CH:30]([CH3:31])[CH3:32])[CH3:28])=[CH:4][C:5]2[N:11]=[C:10]([C:12]3[CH:17]=[CH:16][CH:15]=[C:14]([N:18]4[C:22]([CH2:23][N:38]5[CH2:43][CH2:42][CH2:41][CH2:40][CH2:39]5)=[CH:21][N:20]=[N:19]4)[CH:13]=3)[CH2:9][C:8](=[O:25])[NH:7][C:6]=2[CH:26]=1. (4) Given the reactants [CH2:1]=[CH:2][C:3]1[CH:8]=[CH:7][CH:6]=[CH:5][CH:4]=1, predict the reaction product. The product is: [CH2:1]=[CH:2][CH:3]=[CH2:4].[CH2:1]=[CH:2][C:3]1[CH:8]=[CH:7][CH:6]=[CH:5][CH:4]=1.[CH2:1]=[CH:2][C:3](=[CH2:4])[CH3:8]. (5) Given the reactants [NH2:1][C@H:2]1[CH2:7][CH2:6][CH2:5][CH2:4][C@H:3]1[NH:8][C:9]1[N:14]=[C:13]([NH:15][C:16]2[CH:21]=[CH:20][C:19](C3ON=CC=3)=[CH:18][CH:17]=2)[C:12]([C:27]([NH2:29])=[O:28])=[CH:11][N:10]=1.NC1C=C([N:37]2[CH2:41][CH2:40][CH2:39][C:38]2=[O:42])C=CC=1, predict the reaction product. The product is: [NH2:1][C@H:2]1[CH2:7][CH2:6][CH2:5][CH2:4][C@H:3]1[NH:8][C:9]1[N:14]=[C:13]([NH:15][C:16]2[CH:21]=[CH:20][CH:19]=[C:18]([N:37]3[CH2:41][CH2:40][CH2:39][C:38]3=[O:42])[CH:17]=2)[C:12]([C:27]([NH2:29])=[O:28])=[CH:11][N:10]=1. (6) The product is: [ClH:10].[Cl:21][C:17]1[CH:16]=[C:15]([Cl:22])[CH:14]=[C:13]2[C:18]=1[CH:19]=[CH:20][C:11]([N:7]1[CH2:8][CH2:9][N:4]([CH:1]3[CH2:3][CH2:2]3)[CH2:5][CH2:6]1)=[N:12]2. Given the reactants [CH:1]1([N:4]2[CH2:9][CH2:8][NH:7][CH2:6][CH2:5]2)[CH2:3][CH2:2]1.[Cl:10][C:11]1[CH:20]=[CH:19][C:18]2[C:13](=[CH:14][C:15]([Cl:22])=[CH:16][C:17]=2[Cl:21])[N:12]=1, predict the reaction product. (7) Given the reactants [NH2:1][C:2]1[CH2:7][C:6]([CH3:9])([CH3:8])[CH2:5][C:4](=[O:10])[CH:3]=1, predict the reaction product. The product is: [NH2:1][CH:2]1[CH2:3][CH:4]([OH:10])[CH2:5][C:6]([CH3:9])([CH3:8])[CH2:7]1. (8) Given the reactants C[C:2]1[O:3][C:4](=[O:12])[C:5]2[CH:11]=[CH:10][N:9]=[CH:8][C:6]=2[N:7]=1.CC1[O:15][C:16](=[O:24])[C:17]2[CH:23]=[CH:22][CH:21]=[N:20][C:18]=2[N:19]=1.[N-:25]=[N+:26]=[N-:27].[Na+], predict the reaction product. The product is: [NH:20]1[C:18]([C:6]2[CH:8]=[N:9][CH:10]=[CH:11][C:5]=2[C:4]([OH:3])=[O:12])=[N:19][N:26]=[N:25]1.[NH:25]1[C:2]([C:18]2[N:20]=[CH:21][CH:22]=[CH:23][C:17]=2[C:16]([OH:15])=[O:24])=[N:7][N:27]=[N:26]1. (9) Given the reactants [CH2:1]([N:8]1[CH2:13][CH2:12][CH:11]([N:14]([CH3:36])[C:15](=[O:35])[CH2:16][NH:17][C:18]2[C:23]([CH3:24])=[CH:22][N:21]=[C:20]([NH:25]CC3C=CC(OC)=CC=3)[N:19]=2)[CH2:10][CH2:9]1)[C:2]1[CH:7]=[CH:6][CH:5]=[CH:4][CH:3]=1.[NH2:37][C:38]1[N:43]=[C:42]([NH:44][CH2:45][C:46]([N:48]([CH:50]2[CH2:55][CH2:54][N:53]([CH2:56][C:57]3[CH:62]=[CH:61][CH:60]=[CH:59][CH:58]=3)[CH2:52][CH2:51]2)[CH3:49])=[O:47])[C:41]([CH3:63])=[CH:40][N:39]=1.[C:64]([OH:71])(=[O:70])/[CH:65]=[CH:66]\[C:67]([OH:69])=[O:68], predict the reaction product. The product is: [NH2:25][C:20]1[N:19]=[C:18]([NH:17][CH2:16][C:15]([N:14]([CH:11]2[CH2:12][CH2:13][N:8]([CH2:1][C:2]3[CH:3]=[CH:4][CH:5]=[CH:6][CH:7]=3)[CH2:9][CH2:10]2)[CH3:36])=[O:35])[C:23]([CH3:24])=[CH:22][N:21]=1.[C:64]([OH:71])(=[O:70])/[CH:65]=[CH:66]\[C:67]([OH:69])=[O:68].[NH2:37][C:38]1[N:43]=[C:42]([NH:44][CH2:45][C:46]([N:48]([CH:50]2[CH2:55][CH2:54][N:53]([CH2:56][C:57]3[CH:58]=[CH:59][CH:60]=[CH:61][CH:62]=3)[CH2:52][CH2:51]2)[CH3:49])=[O:47])[C:41]([CH3:63])=[CH:40][N:39]=1.